Dataset: Catalyst prediction with 721,799 reactions and 888 catalyst types from USPTO. Task: Predict which catalyst facilitates the given reaction. (1) Reactant: FC(F)(F)C(O)=O.[OH:8][CH:9]([C:18]1[N:19]=[CH:20][N:21](C(C2C=CC=CC=2)(C2C=CC=CC=2)C2C=CC=CC=2)[CH:22]=1)[CH2:10][C:11]([O:13]C(C)(C)C)=[O:12]. Product: [OH:8][CH:9]([C:18]1[N:19]=[CH:20][NH:21][CH:22]=1)[CH2:10][C:11]([OH:13])=[O:12]. The catalyst class is: 4. (2) Reactant: [CH3:1][O:2][C:3]1[CH:4]=[C:5]([CH:35]=[CH:36][C:37]=1[O:38][CH3:39])[CH2:6][NH:7][C:8]1[N:13]2[N:14]=[C:15]([C:17]3[O:18][CH:19]=[CH:20][CH:21]=3)[N:16]=[C:12]2[CH:11]=[C:10]([Sn](CCCC)(CCCC)CCCC)[N:9]=1.[C:40](Cl)(=[O:47])[C:41]1[CH:46]=[CH:45][CH:44]=[CH:43][CH:42]=1.C(=O)(O)[O-].[Na+].CCCCCC. Product: [C:40]([C:10]1[N:9]=[C:8]([NH:7][CH2:6][C:5]2[CH:35]=[CH:36][C:37]([O:38][CH3:39])=[C:3]([O:2][CH3:1])[CH:4]=2)[N:13]2[N:14]=[C:15]([C:17]3[O:18][CH:19]=[CH:20][CH:21]=3)[N:16]=[C:12]2[CH:11]=1)(=[O:47])[C:41]1[CH:46]=[CH:45][CH:44]=[CH:43][CH:42]=1. The catalyst class is: 56. (3) Product: [CH2:32]([N:9]([CH2:6][CH2:7][CH3:8])[C:10]1[CH:11]=[C:12]([CH:30]=[CH2:1])[C:13](=[O:29])[N:14]2[C:19]=1[CH:18]=[CH:17][CH:16]=[C:15]2[C:20]1[C:21]([CH3:28])=[CH:22][C:23]([CH3:27])=[CH:24][C:25]=1[CH3:26])[CH2:33][CH3:34]. The catalyst class is: 597. Reactant: [CH2:1]([Li])CCC.[CH2:6]([N:9]([CH2:32][CH2:33][CH3:34])[C:10]1[CH:11]=[C:12]([CH:30]=O)[C:13](=[O:29])[N:14]2[C:19]=1[CH:18]=[CH:17][CH:16]=[C:15]2[C:20]1[C:25]([CH3:26])=[CH:24][C:23]([CH3:27])=[CH:22][C:21]=1[CH3:28])[CH2:7][CH3:8]. (4) Reactant: [Cl:1][C:2]1[CH:7]=[CH:6][C:5]([CH:8]([C:28]2[CH:33]=[CH:32][C:31]([Cl:34])=[CH:30][CH:29]=2)[N:9]2[CH2:13][CH2:12][C@@H:11]([NH:14][C:15](=[O:27])[C:16]3[CH:21]=[CH:20][C:19]([O:22][C:23]([F:26])([F:25])[F:24])=[CH:18][CH:17]=3)[CH2:10]2)=[CH:4][CH:3]=1.Cl. Product: [ClH:1].[Cl:34][C:31]1[CH:30]=[CH:29][C:28]([CH:8]([C:5]2[CH:4]=[CH:3][C:2]([Cl:1])=[CH:7][CH:6]=2)[N:9]2[CH2:13][CH2:12][C@@H:11]([NH:14][C:15](=[O:27])[C:16]3[CH:17]=[CH:18][C:19]([O:22][C:23]([F:24])([F:25])[F:26])=[CH:20][CH:21]=3)[CH2:10]2)=[CH:33][CH:32]=1. The catalyst class is: 72. (5) Reactant: [NH2:1][C:2]1[CH:7]=[CH:6][C:5]([C:8]2[CH:9]=[C:10]3[C:14](=[CH:15][CH:16]=2)[C:13](=[O:17])[N:12]([C@@H:18]([CH:23]([CH3:25])[CH3:24])[C:19]([O:21][CH3:22])=[O:20])[CH2:11]3)=[CH:4][CH:3]=1.N1C=CC=CC=1.[C:32](Br)(=[O:39])[C:33]1[CH:38]=[CH:37][CH:36]=[CH:35][CH:34]=1. Product: [C:32]([NH:1][C:2]1[CH:7]=[CH:6][C:5]([C:8]2[CH:9]=[C:10]3[C:14](=[CH:15][CH:16]=2)[C:13](=[O:17])[N:12]([C@@H:18]([CH:23]([CH3:25])[CH3:24])[C:19]([O:21][CH3:22])=[O:20])[CH2:11]3)=[CH:4][CH:3]=1)(=[O:39])[C:33]1[CH:38]=[CH:37][CH:36]=[CH:35][CH:34]=1. The catalyst class is: 4.